From a dataset of Retrosynthesis with 50K atom-mapped reactions and 10 reaction types from USPTO. Predict the reactants needed to synthesize the given product. (1) Given the product CC(=O)Oc1ccc2c(CN3CCOCC3)c[nH]c2c1, predict the reactants needed to synthesize it. The reactants are: C1COCCN1.C=O.CC(=O)Oc1ccc2cc[nH]c2c1. (2) Given the product Nc1ccc(OCc2cccc(F)c2)cc1, predict the reactants needed to synthesize it. The reactants are: O=[N+]([O-])c1ccc(OCc2cccc(F)c2)cc1. (3) Given the product CCN(CC)Cc1cccc(B2OCC(C)(C)CO2)c1, predict the reactants needed to synthesize it. The reactants are: CC1(C)COB(c2cccc(CBr)c2)OC1.CCNCC. (4) Given the product CCOc1cccc(Br)n1, predict the reactants needed to synthesize it. The reactants are: Brc1cccc(Br)n1.CC[O-]. (5) Given the product Cc1ccc(C)c(N2CCN(C(=O)C3CN(S(=O)(=O)c4ccc(Cl)cc4)CCN3)CC2)c1, predict the reactants needed to synthesize it. The reactants are: Cc1ccc(C)c(N2CCN(C(=O)C3CN(S(=O)(=O)c4ccc(Cl)cc4)CCN3C(=O)OC(C)(C)C)CC2)c1. (6) Given the product CCN(CC)CCCCN(Cc1cc(C)cc(C)c1)C(=O)c1ccc2ccccc2c1, predict the reactants needed to synthesize it. The reactants are: CCN(CC)CCCCNCc1cc(C)cc(C)c1.O=C(O)c1ccc2ccccc2c1. (7) Given the product COC(=O)c1ccc2c(c1)C(NC(=O)Cn1ccnc1)c1ccccc1CO2, predict the reactants needed to synthesize it. The reactants are: COC(=O)c1ccc2c(c1)C(NC(=O)CCl)c1ccccc1CO2.c1c[nH]cn1. (8) Given the product CC(C)(O)c1nc(-c2cccc(CNC(=O)c3cnc(-c4ccccn4)nc3)c2)no1, predict the reactants needed to synthesize it. The reactants are: CC(C)(O)c1nc(-c2cccc(CN)c2)no1.O=C(O)c1cnc(-c2ccccn2)nc1.